Dataset: Full USPTO retrosynthesis dataset with 1.9M reactions from patents (1976-2016). Task: Predict the reactants needed to synthesize the given product. (1) Given the product [C:13]1([CH3:19])[CH:14]=[CH:15][CH:16]=[C:17]([O:18][C:2]2[N:7]3[N:8]=[C:9]([NH:11][C:27]([CH:26]4[CH2:34][CH2:33]4)=[O:28])[N:10]=[C:6]3[CH:5]=[CH:4][CH:3]=2)[CH:12]=1, predict the reactants needed to synthesize it. The reactants are: Br[C:2]1[N:7]2[N:8]=[C:9]([NH2:11])[N:10]=[C:6]2[CH:5]=[CH:4][CH:3]=1.[CH:12]1[C:17]([OH:18])=[CH:16][CH:15]=[CH:14][C:13]=1[CH3:19].C(=O)([O-])[O-].[K+].[K+].[CH3:26][C:27](N(C)C)=[O:28].O1CCO[CH2:34][CH2:33]1. (2) Given the product [S:9](=[O:11])(=[O:10])([OH:13])[OH:12].[NH2:1][C:2]1[CH:7]=[CH:6][C:5]2[C:4](=[N:8][C:15]([OH:16])=[CH:17][CH:18]=2)[N:3]=1, predict the reactants needed to synthesize it. The reactants are: [NH2:1][C:2]1[CH:7]=[CH:6][CH:5]=[C:4]([NH2:8])[N:3]=1.[S:9](=[O:13])(=[O:12])([OH:11])[OH:10].C(O)(=O)[CH:15]([CH2:17][C:18](O)=O)[OH:16]. (3) Given the product [N:50]1[O:54][N:53]=[C:52]2[CH:55]=[C:56]([C:59]3[CH:60]=[C:61]([NH:65][C:23]([C:18]4[C:19](=[O:22])[O:20][C:21]5[C:16]([CH:17]=4)=[CH:15][CH:14]=[CH:13][C:12]=5[O:11][CH3:10])=[O:25])[CH:62]=[CH:63][CH:64]=3)[CH:57]=[CH:58][C:51]=12, predict the reactants needed to synthesize it. The reactants are: CCN(C(C)C)C(C)C.[CH3:10][O:11][C:12]1[CH:13]=[CH:14][CH:15]=[C:16]2[C:21]=1[O:20][C:19](=[O:22])[C:18]([C:23]([OH:25])=O)=[CH:17]2.CN(C(ON1N=NC2C=CC=NC1=2)=[N+](C)C)C.F[P-](F)(F)(F)(F)F.[N:50]1[O:54][N:53]=[C:52]2[CH:55]=[C:56]([C:59]3[CH:60]=[C:61]([NH2:65])[CH:62]=[CH:63][CH:64]=3)[CH:57]=[CH:58][C:51]=12. (4) The reactants are: [Br:1][C:2]1[CH:3]=[C:4]([CH:6]=[CH:7][CH:8]=1)[NH2:5].[OH-].[K+].I[CH3:12]. Given the product [Br:1][C:2]1[CH:3]=[C:4]([NH:5][CH3:12])[CH:6]=[CH:7][CH:8]=1, predict the reactants needed to synthesize it.